From a dataset of CYP3A4 inhibition data for predicting drug metabolism from PubChem BioAssay. Regression/Classification. Given a drug SMILES string, predict its absorption, distribution, metabolism, or excretion properties. Task type varies by dataset: regression for continuous measurements (e.g., permeability, clearance, half-life) or binary classification for categorical outcomes (e.g., BBB penetration, CYP inhibition). Dataset: cyp3a4_veith. The molecule is Cc1c(NC(=O)CSc2nnnn2C)c(=O)n(-c2ccccc2)n1C. The result is 0 (non-inhibitor).